Dataset: Forward reaction prediction with 1.9M reactions from USPTO patents (1976-2016). Task: Predict the product of the given reaction. (1) Given the reactants [CH3:1][N:2]1[CH2:6][CH2:5][CH:4]([N:7]2[CH:11]=[C:10]([N+:12]([O-])=O)[CH:9]=[N:8]2)[CH2:3]1, predict the reaction product. The product is: [CH3:1][N:2]1[CH2:6][CH2:5][CH:4]([N:7]2[CH:11]=[C:10]([NH2:12])[CH:9]=[N:8]2)[CH2:3]1. (2) Given the reactants FC(F)(F)C(O)=O.C(OC(=O)[NH:14][C:15]1[CH:20]=[CH:19][C:18]([C:21]2[C:25]([CH2:26][C:27]3[CH:32]=[CH:31][CH:30]=[CH:29][CH:28]=3)=[CH:24][O:23][N:22]=2)=[CH:17][CH:16]=1)(C)(C)C, predict the reaction product. The product is: [CH2:26]([C:25]1[C:21]([C:18]2[CH:17]=[CH:16][C:15]([NH2:14])=[CH:20][CH:19]=2)=[N:22][O:23][CH:24]=1)[C:27]1[CH:28]=[CH:29][CH:30]=[CH:31][CH:32]=1. (3) Given the reactants [CH2:1]([O:3][C:4](=[O:25])[C:5]1[CH:10]=[C:9]([S:11][C:12]2[C:20]3[C:15](=[C:16]([F:22])[C:17]([Cl:21])=[CH:18][CH:19]=3)[NH:14][C:13]=2[CH3:23])[CH:8]=[CH:7][C:6]=1[CH3:24])[CH3:2].Br[C:27]1[CH:28]=[N:29][N:30]([CH2:32][CH3:33])[CH:31]=1, predict the reaction product. The product is: [CH2:1]([O:3][C:4](=[O:25])[C:5]1[CH:10]=[C:9]([S:11][C:12]2[C:20]3[C:15](=[C:16]([F:22])[C:17]([Cl:21])=[CH:18][CH:19]=3)[N:14]([C:27]3[CH:28]=[N:29][N:30]([CH2:32][CH3:33])[CH:31]=3)[C:13]=2[CH3:23])[CH:8]=[CH:7][C:6]=1[CH3:24])[CH3:2]. (4) Given the reactants [NH2:1][C:2]1[C:3]([CH3:13])=[C:4]([CH:9]=[C:10]([Cl:12])[CH:11]=1)[C:5]([O:7][CH3:8])=[O:6].CC(O)=O.[C:18]([N:25]1[CH2:30][CH2:29][CH2:28][CH2:27][C:26]1=O)([O:20][C:21]([CH3:24])([CH3:23])[CH3:22])=[O:19].C(O[BH-](OC(=O)C)OC(=O)C)(=O)C.[Na+].C([O-])(O)=O.[Na+], predict the reaction product. The product is: [Cl:12][C:10]1[CH:9]=[C:4]([C:5]([O:7][CH3:8])=[O:6])[C:3]([CH3:13])=[C:2]([NH:1][CH:28]2[CH2:29][CH2:30][N:25]([C:18]([O:20][C:21]([CH3:24])([CH3:23])[CH3:22])=[O:19])[CH2:26][CH2:27]2)[CH:11]=1.